From a dataset of Forward reaction prediction with 1.9M reactions from USPTO patents (1976-2016). Predict the product of the given reaction. (1) Given the reactants [Cl:1][C:2]1[CH:3]=[C:4]([NH:8][C:9]2[CH:14]=[C:13]([NH2:15])[N:12]=[CH:11][N:10]=2)[CH:5]=[CH:6][CH:7]=1.[CH3:16][O:17][C:18]1[CH:19]=[C:20]([N:28]=[C:29]=[O:30])[CH:21]=[C:22]([O:26][CH3:27])[C:23]=1[O:24][CH3:25], predict the reaction product. The product is: [Cl:1][C:2]1[CH:3]=[C:4]([NH:8][C:9]2[N:10]=[CH:11][N:12]=[C:13]([NH:15][C:29]([NH:28][C:20]3[CH:19]=[C:18]([O:17][CH3:16])[C:23]([O:24][CH3:25])=[C:22]([O:26][CH3:27])[CH:21]=3)=[O:30])[CH:14]=2)[CH:5]=[CH:6][CH:7]=1. (2) Given the reactants [CH3:1][C:2]1[CH:3]=[C:4]([C:15]2[CH:16]=[N:17][N:18]([CH:20]([C:22]3[CH:31]=[CH:30][C:25]([C:26]([O:28]C)=[O:27])=[CH:24][CH:23]=3)[CH3:21])[CH:19]=2)[CH:5]=[C:6]([NH:8][C:9]2[N:14]=[CH:13][CH:12]=[CH:11][N:10]=2)[CH:7]=1.O.[OH-].[Na+].Cl, predict the reaction product. The product is: [CH3:1][C:2]1[CH:3]=[C:4]([C:15]2[CH:16]=[N:17][N:18]([CH:20]([C:22]3[CH:31]=[CH:30][C:25]([C:26]([OH:28])=[O:27])=[CH:24][CH:23]=3)[CH3:21])[CH:19]=2)[CH:5]=[C:6]([NH:8][C:9]2[N:10]=[CH:11][CH:12]=[CH:13][N:14]=2)[CH:7]=1.